From a dataset of Catalyst prediction with 721,799 reactions and 888 catalyst types from USPTO. Predict which catalyst facilitates the given reaction. Reactant: [CH3:1][N:2]([CH2:10][CH2:11][OH:12])[C:3]([O:5][C:6]([CH3:9])([CH3:8])[CH3:7])=[O:4].[Cl:13][C:14]1[CH:33]=[CH:32][C:17]([NH:18][C:19]2[C:28]3[C:23](=[CH:24][C:25](O)=[C:26]([O:29][CH3:30])[CH:27]=3)[N:22]=[CH:21][N:20]=2)=[C:16]([F:34])[CH:15]=1.C1(P(C2C=CC=CC=2)C2C=CC=CC=2)C=CC=CC=1.N(C(OCC)=O)=NC(OCC)=O. Product: [Cl:13][C:14]1[CH:33]=[CH:32][C:17]([NH:18][C:19]2[C:28]3[C:23](=[CH:24][C:25]([O:12][CH2:11][CH2:10][N:2]([CH3:1])[C:3]([O:5][C:6]([CH3:9])([CH3:7])[CH3:8])=[O:4])=[C:26]([O:29][CH3:30])[CH:27]=3)[N:22]=[CH:21][N:20]=2)=[C:16]([F:34])[CH:15]=1. The catalyst class is: 2.